From a dataset of Reaction yield outcomes from USPTO patents with 853,638 reactions. Predict the reaction yield, written as a fraction of the theoretical maximum amount of product (1.0 means a 100% yield; for example, 0.34 means a 34% yield). (1) The reactants are [NH2:1][C:2]1[CH:7]=[CH:6][C:5]([N:8]2[CH2:13][CH2:12][O:11][CH2:10][C:9]2=[O:14])=[C:4]([F:15])[CH:3]=1.[C:16]([CH:19]=[C:20]=[O:21])(=[O:18])[CH3:17]. The catalyst is CCOC(C)=O. The product is [F:15][C:4]1[CH:3]=[C:2]([NH:1][C:20](=[O:21])[CH2:19][C:16](=[O:18])[CH3:17])[CH:7]=[CH:6][C:5]=1[N:8]1[CH2:13][CH2:12][O:11][CH2:10][C:9]1=[O:14]. The yield is 0.610. (2) The reactants are [CH3:1][O:2][C:3]1[CH:10]=[CH:9][CH:8]=[CH:7][C:4]=1[C:5]#[N:6].[Li+].C[Si]([N-:16][Si](C)(C)C)(C)C. The catalyst is CCOCC. The product is [CH3:1][O:2][C:3]1[CH:10]=[CH:9][CH:8]=[CH:7][C:4]=1[C:5]([NH2:16])=[NH:6]. The yield is 0.800.